This data is from Full USPTO retrosynthesis dataset with 1.9M reactions from patents (1976-2016). The task is: Predict the reactants needed to synthesize the given product. (1) Given the product [NH:1]1[CH2:6][CH2:5][CH2:4][CH2:3][CH:2]1[CH2:7][C:8]([O:10][CH2:11][CH3:12])=[O:9], predict the reactants needed to synthesize it. The reactants are: [N:1]1[CH:6]=[CH:5][CH:4]=[CH:3][C:2]=1[CH2:7][C:8]([O:10][CH2:11][CH3:12])=[O:9]. (2) Given the product [I:22][C:21]1[CH:20]=[N:19][N:16]([CH3:17])[C:15]=1[N:14]=[CH:13][C:11]1[CH:10]=[CH:9][C:4]([C:5]([O:7][CH3:8])=[O:6])=[C:3]([O:2][CH3:1])[CH:12]=1, predict the reactants needed to synthesize it. The reactants are: [CH3:1][O:2][C:3]1[CH:12]=[C:11]([C:13]2C=[CH:17][N:16]3[N:19]=[CH:20][CH:21]=[C:15]3[N:14]=2)[CH:10]=[CH:9][C:4]=1[C:5]([O:7][CH3:8])=[O:6].[I:22]N1C(=O)CCC1=O.O. (3) Given the product [Cl:6][C:7]1[C:16]2[C:11](=[CH:12][CH:13]=[C:14]([C:24]([OH:31])([C:25]3[CH:30]=[CH:29][CH:28]=[CH:27][CH:26]=3)[CH:32]3[CH2:37][CH2:36][N:35]([C:38](=[O:40])[CH3:39])[CH2:34][CH2:33]3)[CH:15]=2)[N:10]=[C:9]([O:18][CH3:19])[C:8]=1[CH2:20][CH:21]1[CH2:23][CH2:22]1, predict the reactants needed to synthesize it. The reactants are: C([Li])CCC.[Cl:6][C:7]1[C:16]2[C:11](=[CH:12][CH:13]=[C:14](I)[CH:15]=2)[N:10]=[C:9]([O:18][CH3:19])[C:8]=1[CH2:20][CH:21]1[CH2:23][CH2:22]1.[C:24]([CH:32]1[CH2:37][CH2:36][N:35]([C:38](=[O:40])[CH3:39])[CH2:34][CH2:33]1)(=[O:31])[C:25]1[CH:30]=[CH:29][CH:28]=[CH:27][CH:26]=1.